From a dataset of Full USPTO retrosynthesis dataset with 1.9M reactions from patents (1976-2016). Predict the reactants needed to synthesize the given product. Given the product [F:1][C:2]1[C:27]([F:28])=[CH:26][C:5]2[N:6]([C:19]3[CH:20]=[N:21][CH:22]=[C:23]([F:25])[CH:24]=3)[C:7]([C@@H:9]([NH2:11])[CH3:10])=[N:8][C:4]=2[CH:3]=1, predict the reactants needed to synthesize it. The reactants are: [F:1][C:2]1[C:27]([F:28])=[CH:26][C:5]2[N:6]([C:19]3[CH:20]=[N:21][CH:22]=[C:23]([F:25])[CH:24]=3)[C:7]([C@@H:9]([NH:11]C(=O)OC(C)(C)C)[CH3:10])=[N:8][C:4]=2[CH:3]=1.O1CCOCC1.